Task: Binary Classification. Given a drug SMILES string, predict its activity (active/inactive) in a high-throughput screening assay against a specified biological target.. Dataset: M1 muscarinic receptor antagonist screen with 61,756 compounds (1) The molecule is Clc1cc2c(CCNC(=O)NCC)c[nH]c2cc1. The result is 0 (inactive). (2) The molecule is S(Cc1[nH]c(c(c1C(OCC)=O)C)C(OCC)=O)c1n(CCOC)c(nn1)c1ccncc1. The result is 0 (inactive). (3) The drug is O(CCCNC(=O)Cc1cc(OC)c(OC)cc1)CC. The result is 0 (inactive). (4) The molecule is O1c2c(OCC1)ccc(NC(=O)CCCOc1ccccc1)c2. The result is 0 (inactive). (5) The compound is S(=O)(=O)(N1CCC(CC1)C(=O)NCCN1CCCCCC1)c1ccc(cc1)C. The result is 1 (active).